This data is from Reaction yield outcomes from USPTO patents with 853,638 reactions. The task is: Predict the reaction yield, written as a fraction of the theoretical maximum amount of product (1.0 means a 100% yield; for example, 0.34 means a 34% yield). (1) The yield is 0.890. The catalyst is CCOCC. The reactants are [CH3:1][C:2]1[C:3](=[O:26])[C:4]2[C:9]([C:10](=[O:25])[C:11]=1[CH:12]([C:14](=[O:24])[CH2:15][NH:16]C(OC(C)(C)C)=O)[NH2:13])=[CH:8][CH:7]=[CH:6][CH:5]=2.C(Cl)Cl.C(O)(C(F)(F)F)=O.Cl. The product is [CH3:1][C:2]1[C:3](=[O:26])[C:4]2[C:9]([C:10](=[O:25])[C:11]=1[CH:12]([C:14](=[O:24])[CH2:15][NH2:16])[NH2:13])=[CH:8][CH:7]=[CH:6][CH:5]=2. (2) The reactants are [Cl:1][C:2]1[CH:7]=[CH:6][C:5]([C:8](=O)[CH2:9][N:10]2[C:15](=[O:16])[CH:14]=[CH:13][CH:12]=[C:11]2[C:17]([OH:19])=O)=[CH:4][CH:3]=1.[CH2:21]([NH2:24])[CH2:22][NH2:23]. The yield is 0.920. The product is [Cl:1][C:2]1[CH:3]=[CH:4][C:5]([C:8]23[NH:24][CH2:21][CH2:22][N:23]2[C:17](=[O:19])[C:11]2[N:10]([C:15](=[O:16])[CH:14]=[CH:13][CH:12]=2)[CH2:9]3)=[CH:6][CH:7]=1. The catalyst is ClCCCl.O. (3) The reactants are Br[C:2]1[C:3]([NH:10][CH:11]2[CH2:15][CH2:14][CH2:13][CH2:12]2)=[N:4][C:5]([C:8]#[N:9])=[N:6][CH:7]=1.[C:16]1([CH2:22][CH2:23][C:24]#[CH:25])[CH:21]=[CH:20][CH:19]=[CH:18][CH:17]=1.C(N(CC)CC)C.[Cl-].[NH4+]. The product is [CH:11]1([NH:10][C:3]2[C:2]([C:25]#[C:24][CH2:23][CH2:22][C:16]3[CH:21]=[CH:20][CH:19]=[CH:18][CH:17]=3)=[CH:7][N:6]=[C:5]([C:8]#[N:9])[N:4]=2)[CH2:15][CH2:14][CH2:13][CH2:12]1. The catalyst is Cl[Pd](Cl)([P](C1C=CC=CC=1)(C1C=CC=CC=1)C1C=CC=CC=1)[P](C1C=CC=CC=1)(C1C=CC=CC=1)C1C=CC=CC=1.[Cu]I. The yield is 0.899. (4) The reactants are [Cl:1][C:2]1[CH:7]=[C:6]([O:8][C:9]2[C:18]3[C:13](=[CH:14][C:15]([OH:21])=[C:16]([O:19][CH3:20])[CH:17]=3)[N:12]=[CH:11][CH:10]=2)[CH:5]=[CH:4][C:3]=1[NH:22][C:23]([NH:25][CH2:26][CH2:27][CH3:28])=[O:24].C(=O)([O-])[O-].[K+].[K+].CC1C=CC(S(O[CH2:46][CH2:47][N:48]2[CH:52]=[CH:51][N:50]=[N:49]2)(=O)=O)=CC=1.O. The catalyst is CN(C)C=O. The product is [Cl:1][C:2]1[CH:7]=[C:6]([O:8][C:9]2[C:18]3[C:13](=[CH:14][C:15]([O:21][CH2:46][CH2:47][N:48]4[CH:52]=[CH:51][N:50]=[N:49]4)=[C:16]([O:19][CH3:20])[CH:17]=3)[N:12]=[CH:11][CH:10]=2)[CH:5]=[CH:4][C:3]=1[NH:22][C:23]([NH:25][CH2:26][CH2:27][CH3:28])=[O:24]. The yield is 0.920. (5) The reactants are Br[C:2]1[CH:3]=[CH:4][C:5]([O:8][CH3:9])=[N:6][CH:7]=1.[CH3:10][O:11][C:12]1[CH:17]=[CH:16][C:15](B(O)O)=[CH:14][CH:13]=1. No catalyst specified. The product is [CH3:9][O:8][C:5]1[CH:4]=[CH:3][C:2]([C:15]2[CH:16]=[CH:17][C:12]([O:11][CH3:10])=[CH:13][CH:14]=2)=[CH:7][N:6]=1. The yield is 0.610.